Dataset: Forward reaction prediction with 1.9M reactions from USPTO patents (1976-2016). Task: Predict the product of the given reaction. (1) Given the reactants Br[C:2]1[CH:3]=[C:4]2[CH:10]=[CH:9][N:8]([Si:11]([CH:18]([CH3:20])[CH3:19])([CH:15]([CH3:17])[CH3:16])[CH:12]([CH3:14])[CH3:13])[C:5]2=[N:6][CH:7]=1.C([Li])(C)(C)C.[CH3:26][C:27]([CH3:29])=[O:28].O, predict the reaction product. The product is: [CH:12]([Si:11]([CH:18]([CH3:20])[CH3:19])([CH:15]([CH3:17])[CH3:16])[N:8]1[C:5]2=[N:6][CH:7]=[C:2]([C:27]([OH:28])([CH3:29])[CH3:26])[CH:3]=[C:4]2[CH:10]=[CH:9]1)([CH3:14])[CH3:13]. (2) Given the reactants [Br:1][C:2]1[CH:19]=[CH:18][C:5]2[N:6]=[C:7]([C:9]3[CH:14]=[CH:13][CH:12]=[C:11]([N+:15]([O-])=O)[CH:10]=3)[O:8][C:4]=2[CH:3]=1.CO.[BH4-].[Na+].C(=O)(O)[O-].[Na+], predict the reaction product. The product is: [Br:1][C:2]1[CH:19]=[CH:18][C:5]2[N:6]=[C:7]([C:9]3[CH:10]=[C:11]([CH:12]=[CH:13][CH:14]=3)[NH2:15])[O:8][C:4]=2[CH:3]=1. (3) Given the reactants [N:1]1[CH:6]=[C:5](B(O)O)[CH:4]=[N:3][CH:2]=1.C(=O)([O-])[O-].[Cs+].[Cs+].[NH2:16][C:17]1[C:25]2[C:20](=[CH:21][CH:22]=[CH:23][C:24]=2[F:26])[C:19]([C:34]2[CH:35]=[C:36]([CH3:43])[C:37](=[O:42])[N:38]([CH2:40][CH3:41])[CH:39]=2)([C:27]2[CH:32]=[CH:31][CH:30]=[C:29](Br)[CH:28]=2)[N:18]=1, predict the reaction product. The product is: [NH2:16][C:17]1[C:25]2[C:20](=[CH:21][CH:22]=[CH:23][C:24]=2[F:26])[C:19]([C:34]2[CH:35]=[C:36]([CH3:43])[C:37](=[O:42])[N:38]([CH2:40][CH3:41])[CH:39]=2)([C:27]2[CH:32]=[CH:31][CH:30]=[C:29]([C:5]3[CH:6]=[N:1][CH:2]=[N:3][CH:4]=3)[CH:28]=2)[N:18]=1. (4) Given the reactants [C:1]([O:5][C:6]([N:8]1[CH2:13][CH2:12][N:11]([CH2:14][C:15]([OH:17])=O)[CH2:10][CH2:9]1)=[O:7])([CH3:4])([CH3:3])[CH3:2].CCN(C(C)C)C(C)C.[NH2:27][C@@H:28]1[CH2:33][CH2:32][C@H:31]([N:34]2[C:39](=[O:40])[C:38]3[CH:41]=[C:42]([F:45])[CH:43]=[N:44][C:37]=3[N:36]([C:46]3[CH:47]=[C:48]([C:52]4[CH:57]=[CH:56][CH:55]=[CH:54][CH:53]=4)[CH:49]=[CH:50][CH:51]=3)[C:35]2=[O:58])[CH2:30][CH2:29]1.O, predict the reaction product. The product is: [C:48]1([C:52]2[CH:57]=[CH:56][CH:55]=[CH:54][CH:53]=2)[CH:49]=[CH:50][CH:51]=[C:46]([N:36]2[C:37]3[N:44]=[CH:43][C:42]([F:45])=[CH:41][C:38]=3[C:39](=[O:40])[N:34]([C@@H:31]3[CH2:32][CH2:33][C@H:28]([NH:27][C:15](=[O:17])[CH2:14][N:11]4[CH2:10][CH2:9][N:8]([C:6]([O:5][C:1]([CH3:2])([CH3:3])[CH3:4])=[O:7])[CH2:13][CH2:12]4)[CH2:29][CH2:30]3)[C:35]2=[O:58])[CH:47]=1. (5) The product is: [Br:1][C:2]1[C:3]([CH2:22][OH:23])=[C:4]([N:8]2[C:19](=[O:20])[C:11]3[S:12][C:13]([C:15]([CH3:18])([CH3:17])[CH3:16])=[CH:14][C:10]=3[CH2:9]2)[CH:5]=[CH:6][CH:7]=1. Given the reactants [Br:1][C:2]1[C:3]([CH2:22][OH:23])=[C:4]([NH:8][CH2:9][C:10]2[CH:14]=[C:13]([C:15]([CH3:18])([CH3:17])[CH3:16])[S:12][C:11]=2[C:19](O)=[O:20])[CH:5]=[CH:6][CH:7]=1.C(N(CC)CC)C.CN(C=O)C.F[P-](F)(F)(F)(F)F.N1(O[P+](N(C)C)(N(C)C)N(C)C)C2C=CC=CC=2N=N1, predict the reaction product.